Task: Predict the reactants needed to synthesize the given product.. Dataset: Full USPTO retrosynthesis dataset with 1.9M reactions from patents (1976-2016) Given the product [CH3:22][O:23][C:24](=[O:37])[CH2:25][CH2:26][C:27]1[CH:32]=[C:31]([CH3:33])[C:30]([C:34]2[NH:1][C:2]3[CH:3]=[C:4]([C:5](=[O:6])[NH:7][C:8]4[CH:13]=[CH:12][C:11]([C:14]([CH3:17])([CH3:16])[CH3:15])=[CH:10][CH:9]=4)[CH:18]=[CH:19][C:20]=3[N:21]=2)=[C:29]([CH3:36])[CH:28]=1, predict the reactants needed to synthesize it. The reactants are: [NH2:1][C:2]1[CH:3]=[C:4]([CH:18]=[CH:19][C:20]=1[NH2:21])[C:5]([NH:7][C:8]1[CH:13]=[CH:12][C:11]([C:14]([CH3:17])([CH3:16])[CH3:15])=[CH:10][CH:9]=1)=[O:6].[CH3:22][O:23][C:24](=[O:37])[CH2:25][CH2:26][C:27]1[CH:32]=[C:31]([CH3:33])[C:30]([CH:34]=O)=[C:29]([CH3:36])[CH:28]=1.OOS([O-])=O.[K+].CN(C=O)C.